The task is: Predict the reactants needed to synthesize the given product.. This data is from Full USPTO retrosynthesis dataset with 1.9M reactions from patents (1976-2016). Given the product [C:20]([O:19][C:18]([NH:17][CH2:16][CH2:15][S:14][C:2]1[CH:3]=[C:4]([C:8]([Cl:11])=[CH:9][N:10]=1)[C:5]([OH:7])=[O:6])=[O:24])([CH3:23])([CH3:22])[CH3:21], predict the reactants needed to synthesize it. The reactants are: Cl[C:2]1[CH:3]=[C:4]([C:8]([Cl:11])=[CH:9][N:10]=1)[C:5]([OH:7])=[O:6].[H-].[Na+].[SH:14][CH2:15][CH2:16][NH:17][C:18](=[O:24])[O:19][C:20]([CH3:23])([CH3:22])[CH3:21].